From a dataset of Forward reaction prediction with 1.9M reactions from USPTO patents (1976-2016). Predict the product of the given reaction. (1) Given the reactants Cl[C:2]1[CH:3]=[CH:4][C:5]2[N:6]([C:8]([C:11]3[CH:16]=[CH:15][N:14]=[CH:13][CH:12]=3)=[CH:9][N:10]=2)[N:7]=1.[CH2:17]([N:19]1[CH2:23][CH2:22][CH2:21][CH:20]1[CH2:24][NH2:25])[CH3:18], predict the reaction product. The product is: [CH2:17]([N:19]1[CH2:23][CH2:22][CH2:21][CH:20]1[CH2:24][NH:25][C:2]1[CH:3]=[CH:4][C:5]2[N:6]([C:8]([C:11]3[CH:16]=[CH:15][N:14]=[CH:13][CH:12]=3)=[CH:9][N:10]=2)[N:7]=1)[CH3:18]. (2) The product is: [CH3:1][CH:2]([CH3:18])[CH2:3][CH2:4][NH:5][CH2:6][C:7]1[CH:16]=[CH:15][CH:14]=[C:13]2[C:8]=1[CH:9]=[CH:10][CH:11]=[C:12]2[O:17][C:20]1[CH:27]=[CH:26][C:23]([C:24]#[N:25])=[CH:22][N:21]=1. Given the reactants [CH3:1][CH:2]([CH3:18])[CH2:3][CH2:4][NH:5][CH2:6][C:7]1[CH:16]=[CH:15][CH:14]=[C:13]2[C:8]=1[CH:9]=[CH:10][CH:11]=[C:12]2[OH:17].Cl[C:20]1[CH:27]=[CH:26][C:23]([C:24]#[N:25])=[CH:22][N:21]=1.C([O-])([O-])=O.[K+].[K+], predict the reaction product. (3) Given the reactants [CH3:1][O:2][C:3]1[CH:40]=[CH:39][C:6]([CH2:7][N:8]([CH2:30][C:31]2[CH:36]=[CH:35][C:34]([O:37][CH3:38])=[CH:33][CH:32]=2)[C:9]2[N:14]=[CH:13][C:12]([C:15]3[C:16]4[CH2:29][CH2:28][NH:27][C:17]=4[N:18]=[C:19]([N:21]4[CH2:26][CH2:25][O:24][CH2:23][CH2:22]4)[N:20]=3)=[CH:11][N:10]=2)=[CH:5][CH:4]=1.Br[C:42]1[C:43]([CH3:59])=[C:44]([C:48]([N:50]2[CH2:55][CH2:54][N:53]([CH2:56][CH2:57][OH:58])[CH2:52][CH2:51]2)=[O:49])[CH:45]=[CH:46][CH:47]=1, predict the reaction product. The product is: [CH3:38][O:37][C:34]1[CH:33]=[CH:32][C:31]([CH2:30][N:8]([CH2:7][C:6]2[CH:5]=[CH:4][C:3]([O:2][CH3:1])=[CH:40][CH:39]=2)[C:9]2[N:10]=[CH:11][C:12]([C:15]3[C:16]4[CH2:29][CH2:28][N:27]([C:42]5[C:43]([CH3:59])=[C:44]([C:48]([N:50]6[CH2:55][CH2:54][N:53]([CH2:56][CH2:57][OH:58])[CH2:52][CH2:51]6)=[O:49])[CH:45]=[CH:46][CH:47]=5)[C:17]=4[N:18]=[C:19]([N:21]4[CH2:26][CH2:25][O:24][CH2:23][CH2:22]4)[N:20]=3)=[CH:13][N:14]=2)=[CH:36][CH:35]=1.